From a dataset of Reaction yield outcomes from USPTO patents with 853,638 reactions. Predict the reaction yield, written as a fraction of the theoretical maximum amount of product (1.0 means a 100% yield; for example, 0.34 means a 34% yield). (1) The yield is 0.673. The catalyst is C1COCC1. The reactants are [H-].[Na+].[O:3]1[CH2:8][CH2:7][CH2:6][CH2:5][CH:4]1[N:9]1[C:17]2[C:12](=[CH:13][C:14]([C:18]#[C:19][CH2:20][OH:21])=[CH:15][CH:16]=2)[CH:11]=[N:10]1.I[CH3:23]. The product is [CH3:23][O:21][CH2:20][C:19]#[C:18][C:14]1[CH:13]=[C:12]2[C:17](=[CH:16][CH:15]=1)[N:9]([CH:4]1[CH2:5][CH2:6][CH2:7][CH2:8][O:3]1)[N:10]=[CH:11]2. (2) The yield is 0.680. The reactants are [C:1]1([C:25]2[CH:30]=[CH:29][CH:28]=[CH:27][CH:26]=2)[CH:6]=[CH:5][C:4]([CH2:7][N:8]2[CH:16]=[C:15]3[C:10]([N:11]=[C:12]([NH:19][C:20]([CH3:24])([CH3:23])[CH2:21]O)[N:13]([CH3:18])[C:14]3=[O:17])=[N:9]2)=[CH:3][CH:2]=1.S(Cl)(Cl)=O. The catalyst is C(Cl)Cl. The product is [C:1]1([C:25]2[CH:30]=[CH:29][CH:28]=[CH:27][CH:26]=2)[CH:2]=[CH:3][C:4]([CH2:7][N:8]2[CH:16]=[C:15]3[C:14](=[O:17])[N:13]([CH3:18])[C:12]4[N:11]([CH2:24][C:20]([CH3:23])([CH3:21])[N:19]=4)[C:10]3=[N:9]2)=[CH:5][CH:6]=1.